From a dataset of Reaction yield outcomes from USPTO patents with 853,638 reactions. Predict the reaction yield, written as a fraction of the theoretical maximum amount of product (1.0 means a 100% yield; for example, 0.34 means a 34% yield). (1) The reactants are [O:1]=[C:2]1[C:10]2[C:5](=[CH:6][CH:7]=[CH:8][CH:9]=2)[C:4](=[O:11])[N:3]1[CH2:12][CH2:13][C:14](=[CH2:25])[CH2:15][O:16]C(=O)C1C=CC=CC=1.[O:26]=[C:27]1[C:35]2[C:30](=[CH:31][CH:32]=[CH:33][CH:34]=2)[C:29](=[O:36])[N:28]1[CH2:37][C:38](=[CH2:50])[CH2:39][CH2:40][O:41]C(=O)C1C=CC=CC=1.[OH-].[Na+]. The catalyst is CO.C(OCC)(=O)C.C([O-])(O)=O.[Na+]. The product is [OH:16][CH2:15][C:14](=[CH2:25])[CH2:13][CH2:12][N:3]1[C:4](=[O:11])[C:5]2[C:10](=[CH:9][CH:8]=[CH:7][CH:6]=2)[C:2]1=[O:1].[OH:41][CH2:40][CH2:39][C:38](=[CH2:50])[CH2:37][N:28]1[C:29](=[O:36])[C:30]2[C:35](=[CH:34][CH:33]=[CH:32][CH:31]=2)[C:27]1=[O:26]. The yield is 0.290. (2) The reactants are [F:1][C:2]1[C:10]([F:11])=[C:9]([F:12])[C:8]([F:13])=[C:7]2[C:3]=1[CH:4]=[CH:5][NH:6]2.C([Mg]Br)C.[CH3:18][C:19]1([CH3:27])[C:21]([CH3:23])([CH3:22])[CH:20]1[C:24](Cl)=[O:25]. The catalyst is ClCCl.[Cl-].[Zn+2].[Cl-]. The product is [F:1][C:2]1[C:10]([F:11])=[C:9]([F:12])[C:8]([F:13])=[C:7]2[C:3]=1[C:4]([C:24]([CH:20]1[C:21]([CH3:23])([CH3:22])[C:19]1([CH3:27])[CH3:18])=[O:25])=[CH:5][NH:6]2. The yield is 0.120.